From a dataset of Full USPTO retrosynthesis dataset with 1.9M reactions from patents (1976-2016). Predict the reactants needed to synthesize the given product. (1) Given the product [Cl:16][C:17]1[N:26]=[C:25]([C:2]2[CH:3]=[C:4]([CH:9]([C:11]3[S:12][CH:13]=[CH:14][N:15]=3)[OH:10])[CH:5]=[CH:6][C:7]=2[F:8])[C:24]2[C:19](=[CH:20][C:21]([N:28]3[CH2:33][CH2:32][O:31][CH2:30][CH2:29]3)=[CH:22][CH:23]=2)[N:18]=1, predict the reactants needed to synthesize it. The reactants are: Br[C:2]1[CH:3]=[C:4]([CH:9]([C:11]2[S:12][CH:13]=[CH:14][N:15]=2)[OH:10])[CH:5]=[CH:6][C:7]=1[F:8].[Cl:16][C:17]1[N:26]=[C:25](Cl)[C:24]2[C:19](=[CH:20][C:21]([N:28]3[CH2:33][CH2:32][O:31][CH2:30][CH2:29]3)=[CH:22][CH:23]=2)[N:18]=1. (2) Given the product [CH3:30][O:26][C:20]1([C:11]2[CH:12]=[CH:13][C:14]([C:16]([F:17])([F:18])[F:19])=[CH:15][C:10]=2[CH2:9][O:8][Si:1]([C:4]([CH3:7])([CH3:6])[CH3:5])([CH3:3])[CH3:2])[CH2:21][CH2:22][CH2:23][CH2:24][CH2:25]1, predict the reactants needed to synthesize it. The reactants are: [Si:1]([O:8][CH2:9][C:10]1[CH:15]=[C:14]([C:16]([F:19])([F:18])[F:17])[CH:13]=[CH:12][C:11]=1[C:20]1([OH:26])[CH2:25][CH2:24][CH2:23][CH2:22][CH2:21]1)([C:4]([CH3:7])([CH3:6])[CH3:5])([CH3:3])[CH3:2].[H-].[Na+].I[CH3:30]. (3) Given the product [CH3:22][NH:23][S:24]([C:27]1[CH:28]=[C:29]2[C:33](=[CH:34][CH:35]=1)[NH:32][C:31](=[O:36])/[C:30]/2=[CH:20]\[C:12]1[NH:13][C:14]2[CH2:15][CH2:16][CH2:17][CH2:18][C:19]=2[C:11]=1[CH2:10][CH2:9][CH2:8][N:5]1[CH2:4][CH2:3][N:2]([CH3:1])[CH2:7][CH2:6]1)(=[O:26])=[O:25], predict the reactants needed to synthesize it. The reactants are: [CH3:1][N:2]1[CH2:7][CH2:6][N:5]([CH2:8][CH2:9][CH2:10][C:11]2[C:19]3[CH2:18][CH2:17][CH2:16][CH2:15][C:14]=3[NH:13][C:12]=2[CH:20]=O)[CH2:4][CH2:3]1.[CH3:22][NH:23][S:24]([C:27]1[CH:28]=[C:29]2[C:33](=[CH:34][CH:35]=1)[NH:32][C:31](=[O:36])[CH2:30]2)(=[O:26])=[O:25]. (4) Given the product [N:12]1[CH:13]=[CH:14][N:15]=[CH:16][C:11]=1[N:3]1[CH:7]=[C:6]([CH:8]=[O:9])[N:5]=[CH:4]1, predict the reactants needed to synthesize it. The reactants are: [H-].[Na+].[NH:3]1[CH:7]=[C:6]([CH:8]=[O:9])[N:5]=[CH:4]1.Cl[C:11]1[CH:16]=[N:15][CH:14]=[CH:13][N:12]=1. (5) Given the product [CH2:1]([CH:8]1[CH2:12][CH2:11][N:10]([CH2:13][C@H:14]([O:19][C:28](=[O:29])[NH:27][C:24]2[CH:25]=[CH:26][C:21]([Cl:20])=[CH:22][CH:23]=2)[C:15]([F:18])([F:16])[F:17])[CH2:9]1)[C:2]1[CH:3]=[CH:4][CH:5]=[CH:6][CH:7]=1, predict the reactants needed to synthesize it. The reactants are: [CH2:1]([CH:8]1[CH2:12][CH2:11][N:10]([CH2:13][C@H:14]([OH:19])[C:15]([F:18])([F:17])[F:16])[CH2:9]1)[C:2]1[CH:7]=[CH:6][CH:5]=[CH:4][CH:3]=1.[Cl:20][C:21]1[CH:26]=[CH:25][C:24]([N:27]=[C:28]=[O:29])=[CH:23][CH:22]=1.